Dataset: Full USPTO retrosynthesis dataset with 1.9M reactions from patents (1976-2016). Task: Predict the reactants needed to synthesize the given product. (1) Given the product [C:2]([NH:5][C:6]1[CH:7]=[C:8]([CH:12]2[CH2:13][CH2:14][N:15]([CH2:19][CH2:20][OH:21])[CH2:16][CH2:17]2)[CH:9]=[CH:10][CH:11]=1)(=[O:4])[CH3:3], predict the reactants needed to synthesize it. The reactants are: Cl.[C:2]([NH:5][C:6]1[CH:7]=[C:8]([CH:12]2[CH2:17][CH2:16][NH:15][CH2:14][CH2:13]2)[CH:9]=[CH:10][CH:11]=1)(=[O:4])[CH3:3].Br[CH2:19][CH2:20][OH:21].C([O-])([O-])=O.[K+].[K+].O. (2) The reactants are: [OH-:1].[Na+].C[O:4][C:5](=[O:43])[C@@H:6](NC(OC(C)(C)C)=O)[CH2:7][S:8][CH2:9][C:10]1[CH:15]=[CH:14][C:13]([C:16]2[CH:21]=[CH:20][C:19]([C:22]3[C:27]4[O:28][C:29]5[CH:34]=[CH:33][CH:32]=[CH:31][C:30]=5[C:26]=4[CH:25]=[CH:24][CH:23]=3)=[CH:18][CH:17]=2)=[CH:12][CH:11]=1.Cl.[CH3:45][OH:46]. Given the product [C:10]([O:1][C:45]([C@H:6]([CH2:7][S:8][CH2:9][C:10]1[CH:15]=[CH:14][C:13]([C:16]2[CH:21]=[CH:20][C:19]([C:22]3[C:27]4[O:28][C:29]5[CH:34]=[CH:33][CH:32]=[CH:31][C:30]=5[C:26]=4[CH:25]=[CH:24][CH:23]=3)=[CH:18][CH:17]=2)=[CH:12][CH:11]=1)[C:5]([OH:4])=[O:43])=[O:46])([CH3:15])([CH3:11])[CH3:9], predict the reactants needed to synthesize it. (3) The reactants are: [CH3:1][O:2][C:3]1[CH:4]=[C:5]2[C:10](=[CH:11][C:12]=1[O:13][CH3:14])[N:9]=[CH:8][N:7]=[C:6]2[O:15][C:16]1[CH:22]=[CH:21][C:19]([NH2:20])=[C:18]([F:23])[CH:17]=1.ClC(Cl)(O[C:28](=[O:34])OC(Cl)(Cl)Cl)Cl.Cl.[CH2:37]([NH2:40])[CH:38]=[CH2:39].CO. Given the product [CH2:37]([NH:40][C:28]([NH:20][C:19]1[CH:21]=[CH:22][C:16]([O:15][C:6]2[C:5]3[C:10](=[CH:11][C:12]([O:13][CH3:14])=[C:3]([O:2][CH3:1])[CH:4]=3)[N:9]=[CH:8][N:7]=2)=[CH:17][C:18]=1[F:23])=[O:34])[CH:38]=[CH2:39], predict the reactants needed to synthesize it. (4) Given the product [NH2:13][C:12]1[CH:14]=[CH:15][CH:16]=[CH:17][C:11]=1[N:1]1[C:9]2[C:4](=[CH:5][CH:6]=[CH:7][CH:8]=2)[CH:3]=[CH:2]1, predict the reactants needed to synthesize it. The reactants are: [NH:1]1[C:9]2[C:4](=[CH:5][CH:6]=[CH:7][CH:8]=2)[CH:3]=[CH:2]1.Br[C:11]1[CH:17]=[CH:16][CH:15]=[CH:14][C:12]=1[NH2:13].[O-]P([O-])([O-])=O.[K+].[K+].[K+].CN[C@@H]1CCCC[C@H]1NC. (5) Given the product [CH2:1]([O:4][C:5](=[O:40])[C@@H:6]([NH:32][C:33]([O:35][C:36]([CH3:39])([CH3:38])[CH3:37])=[O:34])[CH2:7][C:8]1[CH:9]=[CH:10][C:11]([O:12][C:13]([NH:15][CH2:16][CH2:17][C@H:18]([NH:22][C:23]([O:25][C:26]([CH3:29])([CH3:28])[CH3:27])=[O:24])[C:19]([NH:41][CH2:42][C:43]([NH:45][C@H:46]([C:68]([NH2:70])=[O:69])[CH2:47][S:48][C:49]([C:50]2[CH:55]=[CH:54][CH:53]=[CH:52][CH:51]=2)([C:56]2[CH:57]=[CH:58][CH:59]=[CH:60][CH:61]=2)[C:62]2[CH:67]=[CH:66][CH:65]=[CH:64][CH:63]=2)=[O:44])=[O:20])=[O:14])=[CH:30][CH:31]=1)[CH:2]=[CH2:3], predict the reactants needed to synthesize it. The reactants are: [CH2:1]([O:4][C:5](=[O:40])[C@@H:6]([NH:32][C:33]([O:35][C:36]([CH3:39])([CH3:38])[CH3:37])=[O:34])[CH2:7][C:8]1[CH:31]=[CH:30][C:11]([O:12][C:13]([NH:15][CH2:16][CH2:17][C@H:18]([NH:22][C:23]([O:25][C:26]([CH3:29])([CH3:28])[CH3:27])=[O:24])[C:19](O)=[O:20])=[O:14])=[CH:10][CH:9]=1)[CH:2]=[CH2:3].[NH2:41][CH2:42][C:43]([NH:45][C@H:46]([C:68]([NH2:70])=[O:69])[CH2:47][S:48][C:49]([C:62]1[CH:67]=[CH:66][CH:65]=[CH:64][CH:63]=1)([C:56]1[CH:61]=[CH:60][CH:59]=[CH:58][CH:57]=1)[C:50]1[CH:55]=[CH:54][CH:53]=[CH:52][CH:51]=1)=[O:44].C(N(CC)C(C)C)(C)C.CN(C(ON1N=NC2C=CC=NC1=2)=[N+](C)C)C.F[P-](F)(F)(F)(F)F. (6) The reactants are: C[N:2]([CH3:20])[CH:3]=[C:4]([C:10](=[O:19])[C:11]1[CH:16]=[C:15]([I:17])[CH:14]=[CH:13][C:12]=1F)[C:5]([O:7][CH2:8][CH3:9])=[O:6].[CH2:21](N)[CH2:22]C. Given the product [I:17][C:15]1[CH:16]=[C:11]2[C:12](=[CH:13][CH:14]=1)[N:2]([CH2:20][CH2:21][CH3:22])[CH:3]=[C:4]([C:5]([O:7][CH2:8][CH3:9])=[O:6])[C:10]2=[O:19], predict the reactants needed to synthesize it. (7) Given the product [CH3:1][O:2][C:3]1[CH:10]=[C:9]([C:11]2[C:19]3[C:14](=[N:15][CH:16]=[CH:17][CH:18]=3)[NH:13][CH:12]=2)[CH:8]=[CH:7][C:4]=1[C:5]([NH2:6])=[O:21], predict the reactants needed to synthesize it. The reactants are: [CH3:1][O:2][C:3]1[CH:10]=[C:9]([C:11]2[C:19]3[C:14](=[N:15][CH:16]=[CH:17][CH:18]=3)[NH:13][CH:12]=2)[CH:8]=[CH:7][C:4]=1[C:5]#[N:6].C(=O)([O-])[O-:21].[K+].[K+].OO.